Predict the reactants needed to synthesize the given product. From a dataset of Full USPTO retrosynthesis dataset with 1.9M reactions from patents (1976-2016). (1) The reactants are: [C:1]1([N:11]2[C:15](=[S:16])[N:14]=[N:13][NH:12]2)[C:10]2[C:5](=[CH:6][CH:7]=[CH:8][CH:9]=2)[CH:4]=[CH:3][CH:2]=1.[Cl:17][C:18]1[CH:23]=[CH:22][CH:21]=[CH:20][C:19]=1[CH2:24][CH:25]1[O:27][CH2:26]1.CCN(CC)CC. Given the product [Cl:17][C:18]1[CH:23]=[CH:22][CH:21]=[CH:20][C:19]=1[CH2:24][CH:25]([OH:27])[CH2:26][S:16][C:15]1[N:11]([C:1]2[C:10]3[C:5](=[CH:6][CH:7]=[CH:8][CH:9]=3)[CH:4]=[CH:3][CH:2]=2)[N:12]=[N:13][N:14]=1, predict the reactants needed to synthesize it. (2) Given the product [CH3:9][O:8][C:5]1[CH:6]=[CH:7][C:2]([CH2:19][C:18](=[O:20])[CH:17]([CH3:21])[CH3:16])=[CH:3][C:4]=1[O:10][CH2:11][CH2:12][CH2:13][O:14][CH3:15], predict the reactants needed to synthesize it. The reactants are: Br[C:2]1[CH:7]=[CH:6][C:5]([O:8][CH3:9])=[C:4]([O:10][CH2:11][CH2:12][CH2:13][O:14][CH3:15])[CH:3]=1.[CH3:16][CH:17]([CH3:21])[C:18](=[O:20])[CH3:19].C(O[Na])(C)(C)C.C(OCC)(=O)C.